From a dataset of Catalyst prediction with 721,799 reactions and 888 catalyst types from USPTO. Predict which catalyst facilitates the given reaction. Reactant: N#N.[NH:3]1[C:7]2[CH:8]=[CH:9][CH:10]=[CH:11][C:6]=2[N:5]=[C:4]1[CH:12]([NH:25]C(=O)OC(C)(C)C)[CH2:13][C:14]1[CH:19]=[CH:18][C:17]([C:20]([F:23])([F:22])[F:21])=[C:16]([F:24])[CH:15]=1.Cl. Product: [NH:3]1[C:7]2[CH:8]=[CH:9][CH:10]=[CH:11][C:6]=2[N:5]=[C:4]1[CH:12]([NH2:25])[CH2:13][C:14]1[CH:19]=[CH:18][C:17]([C:20]([F:22])([F:21])[F:23])=[C:16]([F:24])[CH:15]=1. The catalyst class is: 135.